Dataset: Forward reaction prediction with 1.9M reactions from USPTO patents (1976-2016). Task: Predict the product of the given reaction. (1) Given the reactants [CH3:1][O:2][C:3]([CH2:5][O:6][C:7]1[CH:12]=[C:11]([CH3:13])[C:10]([C:14]2[NH:15][C:16]3[CH:22]=[C:21]([C:23]([OH:25])=O)[CH:20]=[CH:19][C:17]=3[N:18]=2)=[C:9]([CH3:26])[CH:8]=1)=[O:4].[C:27](NC1C=CC=CC=1)([CH3:30])([CH3:29])[CH3:28].CCN=C=NCCCN(C)C.[CH:49]1[CH:50]=[CH:51][C:52]2N(O)N=[N:55][C:53]=2[CH:54]=1, predict the reaction product. The product is: [CH3:1][O:2][C:3](=[O:4])[CH2:5][O:6][C:7]1[CH:8]=[C:9]([CH3:26])[C:10]([C:14]2[NH:15][C:16]3[CH:22]=[C:21]([C:23](=[O:25])[NH:55][C:53]4[CH:54]=[CH:49][C:50]([C:27]([CH3:30])([CH3:29])[CH3:28])=[CH:51][CH:52]=4)[CH:20]=[CH:19][C:17]=3[N:18]=2)=[C:11]([CH3:13])[CH:12]=1. (2) Given the reactants [NH2:1][C:2]([NH:4][C:5]1[CH:9]=[C:8]([C:10]2[CH:15]=[CH:14][CH:13]=[C:12]([F:16])[CH:11]=2)[S:7][C:6]=1[C:17]([NH:19][C@H:20]1[CH2:25][CH2:24][CH2:23][N:22](C(OC(C)(C)C)=O)[CH2:21]1)=[O:18])=[O:3].Cl.O1CCOCC1, predict the reaction product. The product is: [NH:22]1[CH2:23][CH2:24][CH2:25][C@H:20]([NH:19][C:17]([C:6]2[S:7][C:8]([C:10]3[CH:15]=[CH:14][CH:13]=[C:12]([F:16])[CH:11]=3)=[CH:9][C:5]=2[NH:4][C:2]([NH2:1])=[O:3])=[O:18])[CH2:21]1. (3) Given the reactants [C:1](=[O:26])([O:7][C:8]1[N:12]([C:13]2[CH:18]=[CH:17][CH:16]=[CH:15][N:14]=2)[N:11]=[C:10]([C:19]2[CH:24]=[CH:23][CH:22]=[C:21](I)[CH:20]=2)[CH:9]=1)[O:2][C:3]([CH3:6])([CH3:5])[CH3:4].C(=O)(OC(C)(C)C)OC1N(C2C=CC=CN=2)N=C([C:40]2[CH:45]=[CH:44][C:43](Br)=[CH:42][CH:41]=2)C=1, predict the reaction product. The product is: [C:1](=[O:26])([O:2][C:3]([CH3:6])([CH3:5])[CH3:4])[O:7][C:8]1[N:12]([C:13]2[CH:18]=[CH:17][CH:16]=[CH:15][N:14]=2)[N:11]=[C:10]([C:19]2[CH:20]=[C:21]([C:40]3[CH:45]=[CH:44][CH:43]=[CH:42][CH:41]=3)[CH:22]=[CH:23][CH:24]=2)[CH:9]=1. (4) Given the reactants [C:1]([O:5][C:6](=[O:20])[N:7]([C@@H:9]([CH2:13][C:14]1[CH:19]=[CH:18][CH:17]=[CH:16][CH:15]=1)[CH2:10][C:11]#[N:12])[CH3:8])([CH3:4])([CH3:3])[CH3:2], predict the reaction product. The product is: [C:1]([O:5][C:6](=[O:20])[N:7]([C@@H:9]([CH2:13][C:14]1[CH:19]=[CH:18][CH:17]=[CH:16][CH:15]=1)[CH2:10][CH2:11][NH2:12])[CH3:8])([CH3:4])([CH3:2])[CH3:3]. (5) Given the reactants [N:1]1[CH:6]=[CH:5][CH:4]=[C:3]([C:7]2[CH:8]=[C:9]([OH:13])[CH:10]=[CH:11][CH:12]=2)[CH:2]=1.[C:14](Cl)([Cl:16])=[O:15].C1(C)C=CC=CC=1.CN(C)C1C=CC=CC=1, predict the reaction product. The product is: [Cl:16][C:14]([O:13][C:9]1[CH:10]=[CH:11][CH:12]=[C:7]([C:3]2[CH:2]=[N:1][CH:6]=[CH:5][CH:4]=2)[CH:8]=1)=[O:15]. (6) Given the reactants Br[C:2]1[C:10]2[N:9]3[CH2:11][CH2:12][NH:13][C:14](=[O:15])[C:8]3=[C:7]([CH3:16])[C:6]=2[CH:5]=[C:4]([Cl:17])[CH:3]=1.[F:18][C:19]([F:31])([F:30])[O:20][C:21]1[CH:26]=[CH:25][C:24](B(O)O)=[CH:23][CH:22]=1, predict the reaction product. The product is: [Cl:17][C:4]1[CH:3]=[C:2]([C:24]2[CH:23]=[CH:22][C:21]([O:20][C:19]([F:18])([F:30])[F:31])=[CH:26][CH:25]=2)[C:10]2[N:9]3[CH2:11][CH2:12][NH:13][C:14](=[O:15])[C:8]3=[C:7]([CH3:16])[C:6]=2[CH:5]=1.